This data is from Forward reaction prediction with 1.9M reactions from USPTO patents (1976-2016). The task is: Predict the product of the given reaction. (1) Given the reactants [F:1][C:2]([F:25])([F:24])[C:3]1[CH:4]=[N:5][C:6]([NH:9][C@@H:10]2[CH2:15][C@@H:14]3[N:16](C(OC(C)(C)C)=O)[C@H:11]2[CH2:12][CH2:13]3)=[N:7][CH:8]=1.Cl, predict the reaction product. The product is: [F:25][C:2]([F:1])([F:24])[C:3]1[CH:4]=[N:5][C:6]([NH:9][C@@H:10]2[CH2:15][C@@H:14]3[NH:16][C@H:11]2[CH2:12][CH2:13]3)=[N:7][CH:8]=1. (2) Given the reactants [OH:1][C:2]1[CH:7]=[CH:6][C:5]([C:8]([C:28]2[CH:33]=[CH:32][C:31]([OH:34])=[CH:30][CH:29]=2)=[C:9]([C:13]2[CH:18]=[CH:17][C:16]([O:19][CH2:20][CH2:21][CH2:22][C:23]([O:25]CC)=[O:24])=[CH:15][CH:14]=2)[CH2:10][CH2:11][CH3:12])=[CH:4][CH:3]=1.[OH-].[Na+].CCO, predict the reaction product. The product is: [OH:34][C:31]1[CH:30]=[CH:29][C:28]([C:8]([C:5]2[CH:4]=[CH:3][C:2]([OH:1])=[CH:7][CH:6]=2)=[C:9]([C:13]2[CH:18]=[CH:17][C:16]([O:19][CH2:20][CH2:21][CH2:22][C:23]([OH:25])=[O:24])=[CH:15][CH:14]=2)[CH2:10][CH2:11][CH3:12])=[CH:33][CH:32]=1. (3) Given the reactants N1([O:10][C:11]2[C:12]3[N:33]=[C:32]([C:34]4[CH:39]=[CH:38][C:37]([F:40])=[CH:36][CH:35]=4)[CH:31]=[CH:30][C:13]=3[N:14]=[C:15]([NH:17][C@@H:18]([C:20]3[CH:25]=[CH:24][C:23]([S:26]([NH2:29])(=[O:28])=[O:27])=[CH:22][CH:21]=3)[CH3:19])[N:16]=2)C2C=CC=CC=2N=N1.[CH:41]1(O)[CH2:43][CH2:42]1, predict the reaction product. The product is: [F:40][C:37]1[CH:38]=[CH:39][C:34]([C:32]2[CH:31]=[CH:30][C:13]3[N:14]=[C:15]([NH:17][C@@H:18]([C:20]4[CH:21]=[CH:22][C:23]([S:26]([NH2:29])(=[O:28])=[O:27])=[CH:24][CH:25]=4)[CH3:19])[N:16]=[C:11]([O:10][CH:41]4[CH2:43][CH2:42]4)[C:12]=3[N:33]=2)=[CH:35][CH:36]=1.